Task: Predict which catalyst facilitates the given reaction.. Dataset: Catalyst prediction with 721,799 reactions and 888 catalyst types from USPTO (1) Reactant: [Cl:1][C:2]1[CH:7]=[C:6]([F:8])[CH:5]=[CH:4][C:3]=1[C:9]1[S:13][C:12]([C:14]([N:16]2[CH2:21][CH2:20][C:19]([C:25]3[CH:30]=[CH:29][CH:28]=[CH:27][CH:26]=3)([C:22]([NH2:24])=[O:23])[CH2:18][CH2:17]2)=[O:15])=[CH:11][C:10]=1[C:31]1[CH:36]=[CH:35][C:34]([O:37][CH2:38][CH2:39][CH2:40][O:41]C2CCCCO2)=[CH:33][CH:32]=1.Cl. Product: [Cl:1][C:2]1[CH:7]=[C:6]([F:8])[CH:5]=[CH:4][C:3]=1[C:9]1[S:13][C:12]([C:14]([N:16]2[CH2:17][CH2:18][C:19]([C:25]3[CH:30]=[CH:29][CH:28]=[CH:27][CH:26]=3)([C:22]([NH2:24])=[O:23])[CH2:20][CH2:21]2)=[O:15])=[CH:11][C:10]=1[C:31]1[CH:36]=[CH:35][C:34]([O:37][CH2:38][CH2:39][CH2:40][OH:41])=[CH:33][CH:32]=1. The catalyst class is: 5. (2) Reactant: C[C:2]1[CH:7]=[CH:6][C:5](C)=[CH:4][C:3]=1[C:9]1[CH:14]=[CH:13][CH:12]=[C:11](C)[CH:10]=1.B(O)O.P([O-])([O-])([O-])=O.[K+].[K+].[K+].ClC1C=CC(C)=CC=1.[O:35]1CCOC[CH2:36]1. Product: [CH2:3]([C:9]1[CH:14]=[CH:13][C:12]([O:35][CH3:36])=[CH:11][CH:10]=1)[CH2:2][CH2:7][CH2:6][CH2:5][CH3:4]. The catalyst class is: 318. (3) Reactant: [Cl:1][C:2]1[CH:3]=[C:4]([OH:8])[CH:5]=[N:6][CH:7]=1.C(=O)([O-])[O-].[K+].[K+].Cl[CH2:16][CH2:17][CH3:18]. Product: [Cl:1][C:2]1[CH:7]=[N:6][CH:5]=[C:4]([O:8][CH2:16][CH2:17][CH3:18])[CH:3]=1. The catalyst class is: 3.